From a dataset of Peptide-MHC class I binding affinity with 185,985 pairs from IEDB/IMGT. Regression. Given a peptide amino acid sequence and an MHC pseudo amino acid sequence, predict their binding affinity value. This is MHC class I binding data. (1) The binding affinity (normalized) is 0.121. The peptide sequence is ATHKAPQPA. The MHC is HLA-A02:01 with pseudo-sequence HLA-A02:01. (2) The MHC is Mamu-B08 with pseudo-sequence Mamu-B08. The binding affinity (normalized) is 0.0264. The peptide sequence is KDKNKWRML.